Dataset: Full USPTO retrosynthesis dataset with 1.9M reactions from patents (1976-2016). Task: Predict the reactants needed to synthesize the given product. (1) The reactants are: O1CCCC1.[C:6]1([Mg]Cl)[CH:11]=[CH:10][CH:9]=[CH:8][CH:7]=1.Cl[C:15]1[CH:22]=[CH:21][C:18]([C:19]#[N:20])=[CH:17][CH:16]=1.[Cl-].[NH4+]. Given the product [C:19]([C:18]1[CH:21]=[CH:22][C:15]([C:6]2[CH:11]=[CH:10][CH:9]=[CH:8][CH:7]=2)=[CH:16][CH:17]=1)#[N:20], predict the reactants needed to synthesize it. (2) Given the product [CH3:1][C:2]1[CH:3]=[C:4]([C:8]2[O:12][N:11]=[CH:10][C:9]=2[C:13]([N:24]2[CH2:25][CH2:26][CH:22]([C:16]3[CH:21]=[CH:20][CH:19]=[CH:18][CH:17]=3)[CH2:23]2)=[O:15])[CH:5]=[CH:6][CH:7]=1, predict the reactants needed to synthesize it. The reactants are: [CH3:1][C:2]1[CH:3]=[C:4]([C:8]2[O:12][N:11]=[CH:10][C:9]=2[C:13]([OH:15])=O)[CH:5]=[CH:6][CH:7]=1.[C:16]1([CH:22]2[CH2:26][CH2:25][NH:24][CH2:23]2)[CH:21]=[CH:20][CH:19]=[CH:18][CH:17]=1.F[B-](F)(F)F.N1(OC(N(C)C)=[N+](C)C)C2C=CC=CC=2N=N1.C(N(C(C)C)CC)(C)C. (3) Given the product [CH3:21][CH:20]([CH3:22])[CH2:19][NH:23][C:2]1[CH:7]=[CH:6][N:5]=[C:4]([C:8]([F:11])([F:10])[F:9])[N:3]=1, predict the reactants needed to synthesize it. The reactants are: Cl[C:2]1[CH:7]=[CH:6][N:5]=[C:4]([C:8]([F:11])([F:10])[F:9])[N:3]=1.C(N(CC)CC)C.[CH2:19]([NH2:23])[CH:20]([CH3:22])[CH3:21]. (4) Given the product [C:1]([N:5]1[CH:28]([OH:29])[C:8]2[C:7](=[CH:12][CH:11]=[C:10]([Cl:13])[CH:9]=2)[C:6]1=[O:14])([CH3:4])([CH3:2])[CH3:3], predict the reactants needed to synthesize it. The reactants are: [C:1]([NH:5][C:6](=[O:14])[C:7]1[CH:12]=[CH:11][C:10]([Cl:13])=[CH:9][CH:8]=1)([CH3:4])([CH3:3])[CH3:2].C([Li])(C)(C)C.CCCCC.CN([CH:28]=[O:29])C. (5) Given the product [S:26]1[C:27]2[CH2:32][CH2:31][CH2:30][C:28]=2[N:29]=[C:25]1[NH:24][C:21]([C:19]1[CH:18]=[CH:17][C:16]2[N:12]([CH2:11][CH2:10][CH2:9][NH2:8])[CH:13]=[N:14][C:15]=2[CH:20]=1)=[O:23], predict the reactants needed to synthesize it. The reactants are: C(OC([NH:8][CH2:9][CH2:10][CH2:11][N:12]1[C:16]2[CH:17]=[CH:18][C:19]([C:21]([OH:23])=O)=[CH:20][C:15]=2[N:14]=[CH:13]1)=O)(C)(C)C.[NH2:24][C:25]1[S:26][C:27]2[CH2:32][CH2:31][CH2:30][C:28]=2[N:29]=1. (6) Given the product [F:1][C:2]1[C:11]2[C:10]([F:12])=[C:9]([NH:23][NH2:24])[C:8]([F:14])=[C:7]([F:15])[CH2:19][C:20]=2[C:5]([F:16])=[C:4]([F:17])[C:3]=1[F:18], predict the reactants needed to synthesize it. The reactants are: [F:1][C:2]1[C:3]([F:18])=[C:4]([F:17])[C:5]([F:16])=C2[C:11]=1[C:10]([F:12])=[C:9](F)[C:8]([F:14])=[C:7]2[F:15].[CH2:19](O)[CH3:20].O.[NH2:23][NH2:24]. (7) Given the product [NH2:22][C:18]1[N:19]=[CH:20][N:21]=[C:16]([C:2]2[CH:3]=[C:4]([C:13]#[N:14])[N:5]([C:7]3[CH:12]=[CH:11][CH:10]=[CH:9][CH:8]=3)[CH:6]=2)[CH:17]=1, predict the reactants needed to synthesize it. The reactants are: Br[C:2]1[CH:3]=[C:4]([C:13]#[N:14])[N:5]([C:7]2[CH:12]=[CH:11][CH:10]=[CH:9][CH:8]=2)[CH:6]=1.Cl[C:16]1[N:21]=[CH:20][N:19]=[C:18]([NH:22]C)[CH:17]=1. (8) Given the product [CH3:28][Si:2]([CH3:1])([C:24]([CH3:27])([CH3:26])[CH3:25])[O:3][C@H:4]1[CH2:21][CH2:20][C@@:19]2([CH3:22])[C:6](=[CH:7][CH2:8][C@@H:9]3[C@@H:18]2[CH2:17][CH2:16][C@@:14]2([CH3:15])[C@H:10]3[CH2:11][CH2:12][C@H:13]2[O:23][C:49](=[O:50])[C:42]2[CH:43]=[CH:44][CH:45]=[CH:46][CH:47]=2)[CH2:5]1, predict the reactants needed to synthesize it. The reactants are: [CH3:1][Si:2]([CH3:28])([C:24]([CH3:27])([CH3:26])[CH3:25])[O:3][C@H:4]1[CH2:21][CH2:20][C@@:19]2([CH3:22])[C:6](=[CH:7][CH2:8][C@@H:9]3[C@@H:18]2[CH2:17][CH2:16][C@@:14]2([CH3:15])[C@H:10]3[CH2:11][CH2:12][C@@H:13]2[OH:23])[CH2:5]1.[C:42]1(P([C:42]2[CH:47]=[CH:46][CH:45]=[CH:44][CH:43]=2)[C:42]2[CH:47]=[CH:46][CH:45]=[CH:44][CH:43]=2)[CH:47]=[CH:46][CH:45]=[CH:44][CH:43]=1.C[CH2:49][O:50]C(/N=N/C(OCC)=O)=O. (9) Given the product [OH:18][CH2:19][CH2:20][NH:21][S:22]([C:25]1[CH:30]=[CH:29][C:28]([C:2]2[C:3]3[C:4]4[CH:17]=[CH:16][S:15][C:5]=4[C:6](=[O:14])[NH:7][C:8]=3[CH:9]=[CH:10][C:11]=2[O:12][CH3:13])=[CH:27][CH:26]=1)(=[O:24])=[O:23], predict the reactants needed to synthesize it. The reactants are: Br[C:2]1[C:3]2[C:4]3[CH:17]=[CH:16][S:15][C:5]=3[C:6](=[O:14])[NH:7][C:8]=2[CH:9]=[CH:10][C:11]=1[O:12][CH3:13].[OH:18][CH2:19][CH2:20][NH:21][S:22]([C:25]1[CH:30]=[CH:29][C:28](B2OC(C)(C)C(C)(C)O2)=[CH:27][CH:26]=1)(=[O:24])=[O:23]. (10) Given the product [NH2:44][C:42]([C@@H:37]([NH:36][C:24]([N:7]1[C:8]2[CH:13]=[CH:12][CH:11]=[CH:10][C:9]=2[N:5]([CH2:4][CH2:3][CH:2]([CH3:15])[CH3:1])[C:6]1=[O:14])=[O:25])[C:38]([CH3:41])([CH3:40])[CH3:39])=[O:43], predict the reactants needed to synthesize it. The reactants are: [CH3:1][CH:2]([CH3:15])[CH2:3][CH2:4][N:5]1[C:9]2[CH:10]=[CH:11][CH:12]=[CH:13][C:8]=2[NH:7][C:6]1=[O:14].C(N(CC)CC)C.Cl[C:24](OC1C=CC([N+]([O-])=O)=CC=1)=[O:25].[NH2:36][C@H:37]([C:42]([NH2:44])=[O:43])[C:38]([CH3:41])([CH3:40])[CH3:39].